Dataset: Reaction yield outcomes from USPTO patents with 853,638 reactions. Task: Predict the reaction yield, written as a fraction of the theoretical maximum amount of product (1.0 means a 100% yield; for example, 0.34 means a 34% yield). (1) The reactants are [NH2:1][C:2]1[C:7](Br)=[N:6][C:5]([Br:9])=[CH:4][N:3]=1.[NH2:10][CH:11]1[CH2:16][CH2:15][CH2:14][N:13]([C:17]([O:19][C:20]([CH3:23])([CH3:22])[CH3:21])=[O:18])[CH2:12]1. No catalyst specified. The product is [NH2:1][C:2]1[C:7]([NH:10][CH:11]2[CH2:16][CH2:15][CH2:14][N:13]([C:17]([O:19][C:20]([CH3:23])([CH3:22])[CH3:21])=[O:18])[CH2:12]2)=[N:6][C:5]([Br:9])=[CH:4][N:3]=1. The yield is 0.580. (2) The reactants are [CH3:1][C:2]1[N:3]([CH:14]2[CH2:19][CH2:18][O:17][CH2:16][CH2:15]2)[C:4]([C:7]2[CH:12]=[CH:11][N:10]=[C:9]([NH2:13])[N:8]=2)=[CH:5][N:6]=1.Br[C:21]1[CH:26]=[CH:25][C:24]([S:27]([N:30]([CH2:33][CH3:34])[CH2:31][CH3:32])(=[O:29])=[O:28])=[CH:23][CH:22]=1.C([O-])([O-])=O.[Cs+].[Cs+]. The catalyst is C1C=CC(/C=C/C(/C=C/C2C=CC=CC=2)=O)=CC=1.C1C=CC(/C=C/C(/C=C/C2C=CC=CC=2)=O)=CC=1.C1C=CC(/C=C/C(/C=C/C2C=CC=CC=2)=O)=CC=1.[Pd].[Pd].CC(C1C=C(C(C)C)C(C2C=CC=CC=2P(C2CCCCC2)C2CCCCC2)=C(C(C)C)C=1)C. The product is [CH2:33]([N:30]([CH2:31][CH3:32])[S:27]([C:24]1[CH:25]=[CH:26][C:21]([NH:13][C:9]2[N:8]=[C:7]([C:4]3[N:3]([CH:14]4[CH2:19][CH2:18][O:17][CH2:16][CH2:15]4)[C:2]([CH3:1])=[N:6][CH:5]=3)[CH:12]=[CH:11][N:10]=2)=[CH:22][CH:23]=1)(=[O:28])=[O:29])[CH3:34]. The yield is 0.690. (3) The reactants are F[P-](F)(F)(F)(F)F.C[N+](C)=C(N(C)C)ON1C2N=CC=CC=2N=N1.C(N(CC)C(C)C)(C)C.[NH2:34][C:35]1[N:44]=[C:43]([N:45]2[CH2:50][CH2:49][N:48]([CH3:51])[CH2:47][CH2:46]2)[C:42]2[C:37](=[CH:38][C:39]([C:52](O)=[O:53])=[CH:40][CH:41]=2)[N:36]=1.Cl.[NH2:56][CH:57]1[C:66]2[CH:65]=[C:64]([O:67][CH2:68][C:69]3[CH:70]=[C:71]([CH:74]=[CH:75][CH:76]=3)[C:72]#[N:73])[CH:63]=[CH:62][C:61]=2[CH2:60][CH2:59][CH2:58]1. The catalyst is CN(C)C=O. The product is [NH2:34][C:35]1[N:44]=[C:43]([N:45]2[CH2:46][CH2:47][N:48]([CH3:51])[CH2:49][CH2:50]2)[C:42]2[C:37](=[CH:38][C:39]([C:52]([NH:56][CH:57]3[C:66]4[C:61](=[CH:62][CH:63]=[C:64]([O:67][CH2:68][C:69]5[CH:76]=[CH:75][CH:74]=[C:71]([C:72]#[N:73])[CH:70]=5)[CH:65]=4)[CH2:60][CH2:59][CH2:58]3)=[O:53])=[CH:40][CH:41]=2)[N:36]=1. The yield is 0.300.